Dataset: Reaction yield outcomes from USPTO patents with 853,638 reactions. Task: Predict the reaction yield, written as a fraction of the theoretical maximum amount of product (1.0 means a 100% yield; for example, 0.34 means a 34% yield). (1) The reactants are [Cl:1][C:2]1[C:3]([O:12][C:13]2[CH:18]=[C:17]([OH:19])[CH:16]=[CH:15][C:14]=2/[CH:20]=[CH:21]/[C:22]([O:24][CH2:25][CH3:26])=[O:23])=[N:4][CH:5]=[C:6]([C:8]([F:11])([F:10])[F:9])[CH:7]=1.[CH2:27]([O:29][CH2:30][CH:31](O)[CH2:32][O:33][CH2:34][CH3:35])[CH3:28].C(P(CCCC)CCCC)CCC.N(C(N1CCCCC1)=O)=NC(N1CCCCC1)=O. The catalyst is O1CCCC1. The product is [Cl:1][C:2]1[C:3]([O:12][C:13]2[CH:18]=[C:17]([O:19][CH:31]([CH2:32][O:33][CH2:34][CH3:35])[CH2:30][O:29][CH2:27][CH3:28])[CH:16]=[CH:15][C:14]=2/[CH:20]=[CH:21]/[C:22]([O:24][CH2:25][CH3:26])=[O:23])=[N:4][CH:5]=[C:6]([C:8]([F:9])([F:11])[F:10])[CH:7]=1. The yield is 0.490. (2) The reactants are [CH3:1][N:2]([CH2:4][C:5]1[CH:22]=[CH:21][C:8](/[CH:9]=[N:10]/[C:11]2[CH:19]=[CH:18][CH:17]=[C:16]3[C:12]=2[CH2:13][O:14][C:15]3=[O:20])=[CH:7][CH:6]=1)[CH3:3].[CH2:23]([C:25]1[CH:32]=[CH:31][C:28]([CH:29]=O)=[CH:27][CH:26]=1)[CH3:24].[O-:33][CH2:34][CH3:35].[Na+].C(O)C. The catalyst is C(OCC)(=O)CC. The product is [CH3:1][N:2]([CH2:4][C:5]1[CH:22]=[CH:21][C:8]([CH:9]2[CH:29]([C:28]3[CH:31]=[CH:32][C:25]([CH2:23][CH3:24])=[CH:26][CH:27]=3)[C:34](=[O:33])[C:35]3[C:16]([C:15]([O:14][CH2:13][CH3:12])=[O:20])=[CH:17][CH:18]=[CH:19][C:11]=3[NH:10]2)=[CH:7][CH:6]=1)[CH3:3]. The yield is 0.320.